This data is from Peptide-MHC class I binding affinity with 185,985 pairs from IEDB/IMGT. The task is: Regression. Given a peptide amino acid sequence and an MHC pseudo amino acid sequence, predict their binding affinity value. This is MHC class I binding data. The peptide sequence is ATFSFFML. The MHC is H-2-Kb with pseudo-sequence H-2-Kb. The binding affinity (normalized) is 1.00.